From a dataset of Forward reaction prediction with 1.9M reactions from USPTO patents (1976-2016). Predict the product of the given reaction. (1) Given the reactants [N+:1]([O-:4])(O)=[O:2].C(O)(=O)C.[F:9][C:10]1[CH:15]=[C:14]([CH3:16])[CH:13]=[CH:12][C:11]=1[OH:17], predict the reaction product. The product is: [F:9][C:10]1[CH:15]=[C:14]([CH3:16])[CH:13]=[C:12]([N+:1]([O-:4])=[O:2])[C:11]=1[OH:17]. (2) Given the reactants [CH3:1][S:2][CH2:3][C:4](OCC)=[O:5].S(Cl)(Cl)(=O)=O.[NH2:14][C:15]1[CH:24]=[CH:23][C:18]([C:19]([O:21][CH3:22])=[O:20])=[CH:17][CH:16]=1.CN(C1C2C(N(C)C)=CC=CC=2C=CC=1)C, predict the reaction product. The product is: [CH3:22][O:21][C:19]([C:18]1[CH:23]=[C:24]2[C:15](=[CH:16][CH:17]=1)[NH:14][C:4](=[O:5])[CH:3]2[S:2][CH3:1])=[O:20]. (3) Given the reactants C(OC([N:8]1[CH2:13][CH2:12][N:11]([C:14]2[CH:23]=[C:22]3[C:17]([C:18](=[O:51])[C:19]([C:27]([O:29]CC(=O)NC(P(OCC)(OCC)=O)P(OCC)(OCC)=O)=[O:28])=[CH:20][N:21]3[CH:24]3[CH2:26][CH2:25]3)=[CH:16][C:15]=2[F:52])[CH2:10][CH2:9]1)=O)(C)(C)C.C(OC(N1CCC[C@H]2CN(C3C(OC)=C4C(C(=O)C(C(O[CH2:87][C:88](=[O:107])[NH:89][CH:90]([P:99]([O:104]CC)([O:101]CC)=[O:100])[P:91]([O:96]CC)([O:93]CC)=[O:92])=O)=CN4C4CC4)=CC=3F)C[C@@H]12)=O)(C)(C)C, predict the reaction product. The product is: [P:91]([CH:90]([NH:89][C:88]([CH2:87][C:20]1[N:21]([CH:24]2[CH2:25][CH2:26]2)[C:22]2[C:17]([C:18](=[O:51])[C:19]=1[C:27]([OH:29])=[O:28])=[CH:16][C:15]([F:52])=[C:14]([N:11]1[CH2:10][CH2:9][NH:8][CH2:13][CH2:12]1)[CH:23]=2)=[O:107])[P:99]([OH:101])([OH:104])=[O:100])([OH:93])([OH:96])=[O:92]. (4) Given the reactants [Cl:1][C:2]1[CH:3]=[C:4]([NH:16][C:17]2[C:26]3[C:21](=[CH:22][CH:23]=[CH:24][C:25]=3[O:27][CH2:28][C@@H:29]3[CH2:34][CH2:33][CH2:32][NH:31][CH2:30]3)[N:20]=[CH:19][N:18]=2)[CH:5]=[CH:6][C:7]=1[O:8][CH2:9][C:10]1[CH:14]=[C:13]([CH3:15])[O:12][N:11]=1.[C:35](O)(=[O:38])[CH2:36][OH:37], predict the reaction product. The product is: [Cl:1][C:2]1[CH:3]=[C:4]([NH:16][C:17]2[C:26]3[C:21](=[CH:22][CH:23]=[CH:24][C:25]=3[O:27][CH2:28][C@@H:29]3[CH2:34][CH2:33][CH2:32][N:31]([C:36](=[O:37])[CH2:35][OH:38])[CH2:30]3)[N:20]=[CH:19][N:18]=2)[CH:5]=[CH:6][C:7]=1[O:8][CH2:9][C:10]1[CH:14]=[C:13]([CH3:15])[O:12][N:11]=1. (5) Given the reactants Cl.C[C:3]1[CH:4]=[C:5]([NH:10][C:11]2[CH:16]=[CH:15][N:14]=[C:13]([NH:17][C:18]3[CH:23]=[CH:22][C:21]([S:24](Cl)(=[O:26])=[O:25])=[CH:20][CH:19]=3)[N:12]=2)[CH:6]=[CH:7][C:8]=1[F:9].[O:28]1[C:32]2([CH2:37][CH2:36][CH:35]([NH:38][CH2:39][C:40]3[O:41][CH:42]=[CH:43][CH:44]=3)[CH2:34][CH2:33]2)[O:31][CH2:30][CH2:29]1, predict the reaction product. The product is: [O:28]1[C:32]2([CH2:33][CH2:34][CH:35]([N:38]([CH2:39][C:40]3[O:41][CH:42]=[CH:43][CH:44]=3)[S:24]([C:21]3[CH:22]=[CH:23][C:18]([NH:17][C:13]4[N:12]=[C:11]([NH:10][C:5]5[CH:4]=[CH:3][C:8]([F:9])=[CH:7][CH:6]=5)[CH:16]=[CH:15][N:14]=4)=[CH:19][CH:20]=3)(=[O:25])=[O:26])[CH2:36][CH2:37]2)[O:31][CH2:30][CH2:29]1. (6) Given the reactants [CH:1]1[C:2]([CH2:10][C@@H:11]([NH2:28])[CH2:12][C:13]([N:15]2[CH2:27][C:19]3=[N:20][N:21]=[C:22]([C:23]([F:26])([F:25])[F:24])[N:18]3[CH2:17][CH2:16]2)=[O:14])=[C:3]([F:9])[CH:4]=[C:5]([F:8])[C:6]=1[F:7].[BrH:29], predict the reaction product. The product is: [CH:1]1[C:2]([CH2:10][C@@H:11]([NH2:28])[CH2:12][C:13]([N:15]2[CH2:27][C:19]3=[N:20][N:21]=[C:22]([C:23]([F:26])([F:25])[F:24])[N:18]3[CH2:17][CH2:16]2)=[O:14])=[C:3]([F:9])[CH:4]=[C:5]([F:8])[C:6]=1[F:7].[BrH:29]. (7) Given the reactants [CH2:1]([O:3][C:4](=[O:28])[CH2:5][O:6][C:7]1[CH:12]=[CH:11][C:10]([S:13][CH2:14][C:15]2[CH:20]=[C:19]([O:21][CH2:22][CH:23]([CH3:25])[CH3:24])[CH:18]=[C:17](Br)[CH:16]=2)=[CH:9][C:8]=1[CH3:27])[CH3:2].[CH2:29]([N:32]1[CH2:37][CH2:36][O:35][CH2:34][CH2:33]1)[C:30]#[CH:31].C(OC(=O)COC1C=CC(SC2C=C(C#CC3C=CC(CO)=CC=3)C=C(OCCC3C=CC(Cl)=CC=3)C=2)=CC=1C)C, predict the reaction product. The product is: [CH2:1]([O:3][C:4](=[O:28])[CH2:5][O:6][C:7]1[CH:12]=[CH:11][C:10]([S:13][CH2:14][C:15]2[CH:16]=[C:17]([C:31]#[C:30][CH2:29][N:32]3[CH2:37][CH2:36][O:35][CH2:34][CH2:33]3)[CH:18]=[C:19]([O:21][CH2:22][CH:23]([CH3:25])[CH3:24])[CH:20]=2)=[CH:9][C:8]=1[CH3:27])[CH3:2]. (8) Given the reactants Br[C:2]1[C:3](=[O:8])[O:4][CH2:5][CH2:6][CH:7]=1.[F:9][C:10]1[CH:11]=[C:12](B(O)O)[CH:13]=[CH:14][C:15]=1[F:16].C(=O)([O-])[O-].[K+].[K+].[F-].[K+], predict the reaction product. The product is: [F:9][C:10]1[CH:11]=[C:12]([C:2]2[C:3](=[O:8])[O:4][CH2:5][CH2:6][CH:7]=2)[CH:13]=[CH:14][C:15]=1[F:16]. (9) Given the reactants [C:1]([CH2:3][C:4]([NH:6][C:7]1[CH:12]=[CH:11][CH:10]=[C:9]([F:13])[CH:8]=1)=[O:5])#[N:2].CO/[CH:16]=[CH:17]/[C:18](=O)[CH3:19].N12CCN(CC1)CC2.C(OCC)(=O)C, predict the reaction product. The product is: [F:13][C:9]1[CH:8]=[C:7]([N:6]2[C:18]([CH3:19])=[CH:17][CH:16]=[C:3]([C:1]#[N:2])[C:4]2=[O:5])[CH:12]=[CH:11][CH:10]=1. (10) Given the reactants [Br:1][C:2]1[S:6][C:5]([C:7](/[C:9](=[CH:14]/[C:15]2[CH:20]=[CH:19][C:18]([Cl:21])=[CH:17][CH:16]=2)/[C:10]([O:12][CH3:13])=[O:11])=[O:8])=[CH:4][CH:3]=1.ClCCCl.[Cl-].[Cl-].[Cl-].[Al+3], predict the reaction product. The product is: [Br:1][C:2]1[S:6][C:5]2[C:7](=[O:8])[C@@H:9]([C:10]([O:12][CH3:13])=[O:11])[C@H:14]([C:15]3[CH:16]=[CH:17][C:18]([Cl:21])=[CH:19][CH:20]=3)[C:4]=2[CH:3]=1.